From a dataset of Forward reaction prediction with 1.9M reactions from USPTO patents (1976-2016). Predict the product of the given reaction. (1) Given the reactants [CH3:1][O:2][C:3](=[O:19])[CH2:4][C@H:5]([N:7]1[C:16](=[O:17])[C:15]2[C:10](=[CH:11][CH:12]=[CH:13][CH:14]=2)[NH:9][C:8]1=[O:18])[CH3:6].Br[CH2:21][C:22]1[C:26]2[C:27]([CH3:32])=[CH:28][C:29]([CH3:31])=[CH:30][C:25]=2[S:24][N:23]=1.C(=O)([O-])[O-].[K+].[K+].CN(C=O)C, predict the reaction product. The product is: [CH3:1][O:2][C:3](=[O:19])[CH2:4][C@H:5]([N:7]1[C:16](=[O:17])[C:15]2[C:10](=[CH:11][CH:12]=[CH:13][CH:14]=2)[N:9]([CH2:21][C:22]2[C:26]3[C:27]([CH3:32])=[CH:28][C:29]([CH3:31])=[CH:30][C:25]=3[S:24][N:23]=2)[C:8]1=[O:18])[CH3:6]. (2) Given the reactants [CH3:1][O:2][C:3]1([C:10]([OH:12])=[O:11])[CH2:8][CH2:7][C:6](=[O:9])[CH2:5][CH2:4]1.C(=O)([O-])[O-].[K+].[K+].[CH2:19](Br)[C:20]1[CH:25]=[CH:24][CH:23]=[CH:22][CH:21]=1, predict the reaction product. The product is: [CH3:1][O:2][C:3]1([C:10]([O:12][CH2:19][C:20]2[CH:25]=[CH:24][CH:23]=[CH:22][CH:21]=2)=[O:11])[CH2:4][CH2:5][C:6](=[O:9])[CH2:7][CH2:8]1. (3) Given the reactants S([O-])([O-])(=O)=O.[Al+3].S([O-])([O-])(=O)=O.S([O-])([O-])(=O)=O.[Al+3].Cl.S([O-])([O-])(=O)=O.[OH:24][CH2:25][CH:26]([CH2:28][OH:29])[OH:27], predict the reaction product. The product is: [OH:24][CH2:25][C:26]1([O:29][CH2:28][C@@H:26]([OH:27])[C@@H:25]([OH:24])[C@H:28]1[OH:29])[OH:27]. (4) The product is: [NH2:1][C:11]1[C:10]2[C:9](=[CH:16][C:15]([F:17])=[CH:14][CH:13]=2)[C:4]([C:2]#[N:3])=[CH:5][N:12]=1. Given the reactants [NH3:1].[C:2]([C:4]([C:9]1[CH:16]=[C:15]([F:17])[CH:14]=[CH:13][C:10]=1[C:11]#[N:12])=[CH:5]OCC)#[N:3], predict the reaction product. (5) Given the reactants [Cl:1][C:2]1[S:6][C:5]([C:7]([NH:9][CH2:10][C@H:11]([OH:14])[CH2:12]Cl)=[O:8])=[CH:4][CH:3]=1.[OH-].[Na+], predict the reaction product. The product is: [Cl:1][C:2]1[S:6][C:5]([C:7]([NH:9][CH2:10][C@H:11]2[CH2:12][O:14]2)=[O:8])=[CH:4][CH:3]=1. (6) Given the reactants [Br:1][C:2]1[CH:10]=[CH:9][C:5]([C:6]([OH:8])=O)=[C:4]([CH3:11])[CH:3]=1.CN(C=O)C.[CH3:17][C:18]1([CH3:27])[CH2:23][CH:22]([NH2:24])[CH2:21][C:20]([CH3:26])([CH3:25])[NH:19]1, predict the reaction product. The product is: [Br:1][C:2]1[CH:10]=[CH:9][C:5]([C:6]([NH:24][CH:22]2[CH2:23][C:18]([CH3:27])([CH3:17])[NH:19][C:20]([CH3:26])([CH3:25])[CH2:21]2)=[O:8])=[C:4]([CH3:11])[CH:3]=1. (7) Given the reactants C(N(CC)CC)C.[Cl:8][C:9]1[CH:14]=[CH:13][C:12]([C:15]2[CH:16]=[CH:17][C:18]([C:21]#[CH:22])=[N:19][CH:20]=2)=[CH:11][CH:10]=1.Br[C:24]1[CH:37]=[CH:36][C:27]([O:28][CH2:29][CH2:30][N:31]2[CH2:35][CH2:34][CH2:33][CH2:32]2)=[C:26]([Cl:38])[CH:25]=1, predict the reaction product. The product is: [Cl:8][C:9]1[CH:10]=[CH:11][C:12]([C:15]2[CH:16]=[CH:17][C:18]([C:21]#[C:22][C:24]3[CH:37]=[CH:36][C:27]([O:28][CH2:29][CH2:30][N:31]4[CH2:32][CH2:33][CH2:34][CH2:35]4)=[C:26]([Cl:38])[CH:25]=3)=[N:19][CH:20]=2)=[CH:13][CH:14]=1.